The task is: Predict which catalyst facilitates the given reaction.. This data is from Catalyst prediction with 721,799 reactions and 888 catalyst types from USPTO. Reactant: FC(F)(F)S(O[C:7]1[CH:20]=[C:19]2[C:10]([O:11][C:12]3[CH:13]=[CH:14][C:15]([C:27]4[C:28]([F:33])=[N:29][CH:30]=[CH:31][CH:32]=4)=[CH:16][C:17]=3[C:18]32[N:25]=[C:24]([NH2:26])[CH2:23][O:22][CH2:21]3)=[C:9]([F:34])[CH:8]=1)(=O)=O.BrC1C=C2[C:51]3([N:56]=[C:55](N)[CH2:54][O:53][CH2:52]3)C3C=C(Cl)N=CC=3OC2=CC=1.N1CCOCC1.[Li+].C[Si]([N-][Si](C)(C)C)(C)C. Product: [F:34][C:9]1[C:10]2[O:11][C:12]3[C:17](=[CH:16][C:15]([C:27]4[C:28]([F:33])=[N:29][CH:30]=[CH:31][CH:32]=4)=[CH:14][CH:13]=3)[C:18]3([N:25]=[C:24]([NH2:26])[CH2:23][O:22][CH2:21]3)[C:19]=2[CH:20]=[C:7]([N:56]2[CH2:51][CH2:52][O:53][CH2:54][CH2:55]2)[CH:8]=1. The catalyst class is: 1.